This data is from Reaction yield outcomes from USPTO patents with 853,638 reactions. The task is: Predict the reaction yield, written as a fraction of the theoretical maximum amount of product (1.0 means a 100% yield; for example, 0.34 means a 34% yield). (1) The reactants are [CH3:1][S:2]([O:5][CH2:6][CH2:7][C:8]1[CH:13]=[CH:12][CH:11]=[C:10]([N+:14]([O-:16])=[O:15])[CH:9]=1)(=[O:4])=[O:3].[N+:17]([C:20]1[CH:21]=[C:22](CCO)C=[CH:24][CH:25]=1)([O-:19])=[O:18].[N+](C1C=CC(S(Cl)(=O)=O)=CC=1)([O-])=O. No catalyst specified. The product is [N+:17]([C:20]1[CH:21]=[CH:22][C:1]([S:2]([O:5][CH2:6][CH2:7][C:8]2[CH:13]=[CH:12][CH:11]=[C:10]([N+:14]([O-:16])=[O:15])[CH:9]=2)(=[O:3])=[O:4])=[CH:24][CH:25]=1)([O-:19])=[O:18]. The yield is 0.680. (2) The yield is 0.890. The reactants are [C:1]([C:5]1[NH:6][C:7]2[C:12]([CH:13]=1)=[CH:11][CH:10]=[C:9]([N+:14]([O-])=O)[CH:8]=2)([CH3:4])([CH3:3])[CH3:2].[H][H]. The catalyst is CO.[Ni]. The product is [C:1]([C:5]1[NH:6][C:7]2[C:12]([CH:13]=1)=[CH:11][CH:10]=[C:9]([NH2:14])[CH:8]=2)([CH3:4])([CH3:2])[CH3:3]. (3) The reactants are [NH2:1][C:2]1[CH:3]=[C:4]([N:8]([CH2:16][C:17]2[CH:22]=[CH:21][CH:20]=[C:19]([O:23][C:24]([F:29])([F:28])[CH:25]([F:27])[F:26])[CH:18]=2)[CH2:9][CH:10]([OH:15])[C:11]([F:14])([F:13])[F:12])[CH:5]=[CH:6][CH:7]=1.C(N(CC)CC)C.[F:37][C:38]1[CH:43]=[CH:42][C:41]([N:44]=[C:45]=[O:46])=[CH:40][CH:39]=1. The catalyst is ClCCl. The product is [F:37][C:38]1[CH:43]=[CH:42][C:41]([NH:44][C:45]([NH:1][C:2]2[CH:7]=[CH:6][CH:5]=[C:4]([N:8]([CH2:16][C:17]3[CH:22]=[CH:21][CH:20]=[C:19]([O:23][C:24]([F:28])([F:29])[CH:25]([F:26])[F:27])[CH:18]=3)[CH2:9][CH:10]([OH:15])[C:11]([F:14])([F:13])[F:12])[CH:3]=2)=[O:46])=[CH:40][CH:39]=1. The yield is 0.400. (4) The reactants are Br[C:2]1[CH:3]=[N:4][N:5]([C:18]2[CH:23]=[CH:22][C:21]([F:24])=[CH:20][CH:19]=2)[C:6]=1[C:7]1[CH:17]=[CH:16][C:10]2[O:11][CH2:12][C:13](=[O:15])[NH:14][C:9]=2[CH:8]=1.C([Li])CCC.[F:30]N(S(C1C=CC=CC=1)(=O)=O)S(C1C=CC=CC=1)(=O)=O.O. The catalyst is C1COCC1. The product is [F:30][C:2]1[CH:3]=[N:4][N:5]([C:18]2[CH:23]=[CH:22][C:21]([F:24])=[CH:20][CH:19]=2)[C:6]=1[C:7]1[CH:17]=[CH:16][C:10]2[O:11][CH2:12][C:13](=[O:15])[NH:14][C:9]=2[CH:8]=1. The yield is 0.110. (5) The reactants are [C:12]([O:11][C:9](O[C:9]([O:11][C:12]([CH3:15])([CH3:14])[CH3:13])=[O:10])=[O:10])([CH3:15])([CH3:14])[CH3:13].[NH2:16][C:17]1[CH:18]=[CH:19][C:20]([Cl:23])=[N:21][CH:22]=1.O. The catalyst is O1CCOCC1. The product is [C:12]([O:11][C:9](=[O:10])[NH:16][C:17]1[CH:22]=[N:21][C:20]([Cl:23])=[CH:19][CH:18]=1)([CH3:13])([CH3:14])[CH3:15]. The yield is 0.850. (6) The reactants are [NH:1]1[C:7]2[CH:8]=[CH:9][CH:10]=[CH:11][C:6]=2[CH:5]=[CH:4][CH:3]=[CH:2]1.[CH:12](=O)[CH3:13].C(O[BH-](OC(=O)C)OC(=O)C)(=O)C.[Na+].C(O)(=O)C. The catalyst is ClCCl. The product is [CH2:12]([N:1]1[C:7]2[CH:8]=[CH:9][CH:10]=[CH:11][C:6]=2[CH:5]=[CH:4][CH:3]=[CH:2]1)[CH3:13]. The yield is 0.480. (7) The reactants are [Cl:1][C:2]1[CH:7]=[CH:6][CH:5]=[CH:4][C:3]=1[C:8]1[C:16]2[C:11](=[CH:12][CH:13]=[CH:14][CH:15]=2)[NH:10][C:9]=1[C:17]([NH:19][NH2:20])=[O:18].[CH2:21](O)[CH3:22]. No catalyst specified. The product is [Cl:1][C:2]1[CH:7]=[CH:6][CH:5]=[CH:4][C:3]=1[C:8]1[C:16]2[C:11](=[CH:12][CH:13]=[CH:14][CH:15]=2)[NH:10][C:9]=1[C:17]([NH:19][N:20]=[CH:3][C:8]1[CH:9]=[N:10][CH:11]=[CH:21][CH:22]=1)=[O:18]. The yield is 0.895.